Dataset: CYP2C9 inhibition data for predicting drug metabolism from PubChem BioAssay. Task: Regression/Classification. Given a drug SMILES string, predict its absorption, distribution, metabolism, or excretion properties. Task type varies by dataset: regression for continuous measurements (e.g., permeability, clearance, half-life) or binary classification for categorical outcomes (e.g., BBB penetration, CYP inhibition). Dataset: cyp2c9_veith. The drug is O=C(Nc1c(C(=O)N2CCOCC2)cnn1-c1ccccc1)c1ccco1. The result is 0 (non-inhibitor).